This data is from Reaction yield outcomes from USPTO patents with 853,638 reactions. The task is: Predict the reaction yield, written as a fraction of the theoretical maximum amount of product (1.0 means a 100% yield; for example, 0.34 means a 34% yield). (1) The reactants are [Cl:1][C:2]1[CH:3]=[C:4]([CH2:19][C:20]([O:22]C)=[O:21])[CH:5]=[CH:6][C:7]=1[NH:8][C:9]1[S:10][C:11]2[CH:17]=[C:16]([CH3:18])[CH:15]=[CH:14][C:12]=2[N:13]=1.[OH-].[Na+]. The catalyst is C1COCC1. The product is [Cl:1][C:2]1[CH:3]=[C:4]([CH2:19][C:20]([OH:22])=[O:21])[CH:5]=[CH:6][C:7]=1[NH:8][C:9]1[S:10][C:11]2[CH:17]=[C:16]([CH3:18])[CH:15]=[CH:14][C:12]=2[N:13]=1. The yield is 0.770. (2) The reactants are [CH:1]12[N:8]([C:9]([O:11][C:12]([CH3:15])([CH3:14])[CH3:13])=[O:10])[CH:5]([CH2:6][CH2:7]1)[CH2:4][NH:3][CH2:2]2.C([O-])([O-])=O.[K+].[K+].CC1C=CC(S(O[CH2:33][CH2:34][CH2:35][NH:36][C:37]2[CH:42]=[CH:41][C:40]([C:43]#[N:44])=[CH:39][CH:38]=2)(=O)=O)=CC=1.C(Cl)Cl.CCOC(C)=O. The catalyst is CN(C=O)C. The product is [C:43]([C:40]1[CH:41]=[CH:42][C:37]([NH:36][CH2:35][CH2:34][CH2:33][N:3]2[CH2:4][CH:5]3[N:8]([C:9]([O:11][C:12]([CH3:15])([CH3:14])[CH3:13])=[O:10])[CH:1]([CH2:7][CH2:6]3)[CH2:2]2)=[CH:38][CH:39]=1)#[N:44]. The yield is 0.770. (3) The reactants are CC([N:5]([C@@H:9]([CH:35]1[CH2:39][CH2:38][CH2:37][CH2:36]1)[C:10]([NH:12][C@@H:13]([CH2:27][CH2:28][C:29]1[CH:34]=[CH:33][CH:32]=[CH:31][CH:30]=1)/[CH:14]=[CH:15]/[C:16]([NH:18][C:19]1[CH:24]=[CH:23][C:22]([O:25][CH3:26])=[CH:21][CH:20]=1)=[O:17])=[O:11])C(=O)[O-])(C)C.[C:40]([OH:46])([C:42]([F:45])([F:44])[F:43])=[O:41]. The yield is 0.660. The product is [F:43][C:42]([F:45])([F:44])[C:40]([OH:46])=[O:41].[NH2:5][C@@H:9]([CH:35]1[CH2:39][CH2:38][CH2:37][CH2:36]1)[C:10]([NH:12][C@@H:13]([CH2:27][CH2:28][C:29]1[CH:34]=[CH:33][CH:32]=[CH:31][CH:30]=1)/[CH:14]=[CH:15]/[C:16]([NH:18][C:19]1[CH:24]=[CH:23][C:22]([O:25][CH3:26])=[CH:21][CH:20]=1)=[O:17])=[O:11]. The catalyst is C(Cl)Cl. (4) The reactants are I([O-])(=O)(=O)=O.[Na+].[Cl:7][C:8]1[N:13]=[C:12]([N:14]([C:22]([O:24][C:25]([CH3:28])([CH3:27])[CH3:26])=[O:23])[C:15]([O:17][C:18]([CH3:21])([CH3:20])[CH3:19])=[O:16])[N:11]=[C:10]2[N:29]([CH2:37][C:38]3[CH:43]=[CH:42][C:41]([O:44][CH3:45])=[CH:40][CH:39]=3)[N:30]=[C:31]([CH2:32][CH:33]([OH:36])CO)[C:9]=12.O1CCCC1.CO. The catalyst is O. The product is [Cl:7][C:8]1[N:13]=[C:12]([N:14]([C:22]([O:24][C:25]([CH3:26])([CH3:27])[CH3:28])=[O:23])[C:15]([O:17][C:18]([CH3:19])([CH3:20])[CH3:21])=[O:16])[N:11]=[C:10]2[N:29]([CH2:37][C:38]3[CH:39]=[CH:40][C:41]([O:44][CH3:45])=[CH:42][CH:43]=3)[N:30]=[C:31]([CH2:32][CH2:33][OH:36])[C:9]=12. The yield is 0.900. (5) The reactants are Cl[S:2]([C:5]1[CH:14]=[CH:13][C:12]2[NH:11][C:10](=[O:15])[C:9]3[NH:16][CH:17]=[C:18]([C:19]([OH:21])=[O:20])[C:8]=3[C:7]=2[CH:6]=1)(=[O:4])=[O:3].[CH3:22][O:23][C:24]1[CH:25]=[C:26]([CH:28]=[CH:29][CH:30]=1)[NH2:27]. No catalyst specified. The product is [CH3:22][O:23][C:24]1[CH:25]=[C:26]([NH:27][S:2]([C:5]2[CH:14]=[CH:13][C:12]3[NH:11][C:10](=[O:15])[C:9]4[NH:16][CH:17]=[CH:18][C:8]=4[C:7]=3[CH:6]=2)(=[O:3])=[O:4])[CH:28]=[CH:29][CH:30]=1.[CH2:18]([C:19]([O-:21])=[O:20])[CH3:17]. The yield is 0.140. (6) The reactants are [CH2:1]([O:5][C:6]1[CH:7]=[C:8](B2OC(C)(C)C(C)(C)O2)[CH:9]=[CH:10][CH:11]=1)[CH2:2][CH2:3][CH3:4].Br[C:22]1[CH:23]=[CH:24][C:25]([O:44][CH2:45][CH3:46])=[C:26]([CH:43]=1)[C:27]([NH:29][C@@H:30]([CH2:41][OH:42])[CH2:31][C:32]1[C:40]2[C:35](=[CH:36][CH:37]=[CH:38][CH:39]=2)[NH:34][CH:33]=1)=[O:28].C(=O)([O-])[O-].[K+].[K+]. The catalyst is CN(C=O)C.O. The product is [OH:42][CH2:41][C@H:30]([NH:29][C:27]([C:26]1[CH:43]=[C:22]([C:8]2[CH:9]=[CH:10][CH:11]=[C:6]([O:5][CH2:1][CH2:2][CH2:3][CH3:4])[CH:7]=2)[CH:23]=[CH:24][C:25]=1[O:44][CH2:45][CH3:46])=[O:28])[CH2:31][C:32]1[C:40]2[C:35](=[CH:36][CH:37]=[CH:38][CH:39]=2)[NH:34][CH:33]=1. The yield is 0.320. (7) The reactants are [H-].[Al+3].[Li+].[H-].[H-].[H-].[CH3:7][C:8]([CH2:16][CH2:17][CH2:18][CH:19]([CH3:26])[CH2:20][CH2:21][CH2:22][CH:23]([CH3:25])[CH3:24])=[CH:9][CH2:10][CH2:11][C:12](OC)=[O:13].S([O-])([O-])(=O)=O.[Na+].[Na+]. The catalyst is O1CCCC1. The product is [CH3:7][C:8]([CH2:16][CH2:17][CH2:18][CH:19]([CH3:26])[CH2:20][CH2:21][CH2:22][CH:23]([CH3:25])[CH3:24])=[CH:9][CH2:10][CH2:11][CH2:12][OH:13]. The yield is 1.00.